Dataset: Reaction yield outcomes from USPTO patents with 853,638 reactions. Task: Predict the reaction yield, written as a fraction of the theoretical maximum amount of product (1.0 means a 100% yield; for example, 0.34 means a 34% yield). (1) The reactants are [NH2:1][C:2]1[N:3]=[C:4]([C:28]2[O:29][CH:30]=[CH:31][CH:32]=2)[C:5]2[N:10]=[N:9][N:8]([CH2:11][C:12]3[CH:27]=[CH:26][C:15]4[N:16](C(OC(C)(C)C)=O)[N:17]=[N:18][C:14]=4[CH:13]=3)[C:6]=2[N:7]=1.C1COCC1.CNC. The catalyst is CO. The product is [NH:16]1[C:15]2[CH:26]=[CH:27][C:12]([CH2:11][N:8]3[C:6]4[N:7]=[C:2]([NH2:1])[N:3]=[C:4]([C:28]5[O:29][CH:30]=[CH:31][CH:32]=5)[C:5]=4[N:10]=[N:9]3)=[CH:13][C:14]=2[N:18]=[N:17]1. The yield is 0.300. (2) The reactants are Cl.Cl.[CH2:3]1[C:11]2[C:6](=[C:7]([N:12]3[CH2:17][CH2:16][N:15]([CH2:18][CH2:19][C@H:20]4[CH2:25][CH2:24][C@H:23]([NH2:26])[CH2:22][CH2:21]4)[CH2:14][CH2:13]3)[CH:8]=[CH:9][CH:10]=2)[CH2:5][CH2:4]1.[CH2:27]([N:29]([CH2:32][CH3:33])[CH2:30]C)[CH3:28].ClC(Cl)([O:37]C(=O)OC(Cl)(Cl)Cl)Cl.C(NCC)C. The catalyst is ClCCl. The product is [CH2:3]1[C:11]2[C:6](=[C:7]([N:12]3[CH2:13][CH2:14][N:15]([CH2:18][CH2:19][C@H:20]4[CH2:21][CH2:22][C@H:23]([NH:26][C:30]([N:29]([CH2:32][CH3:33])[CH2:27][CH3:28])=[O:37])[CH2:24][CH2:25]4)[CH2:16][CH2:17]3)[CH:8]=[CH:9][CH:10]=2)[CH2:5][CH2:4]1. The yield is 0.580.